From a dataset of Forward reaction prediction with 1.9M reactions from USPTO patents (1976-2016). Predict the product of the given reaction. (1) Given the reactants [OH:1][C:2]1[CH:11]=[C:10]([NH:12][C:13]([C:15]2[O:16][C:17]([CH:23]([CH3:25])[CH3:24])=[C:18]([CH:20]([CH3:22])[CH3:21])[CH:19]=2)=[O:14])[CH:9]=[CH:8][C:3]=1[C:4]([O:6]C)=[O:5], predict the reaction product. The product is: [OH:1][C:2]1[CH:11]=[C:10]([NH:12][C:13]([C:15]2[O:16][C:17]([CH:23]([CH3:25])[CH3:24])=[C:18]([CH:20]([CH3:21])[CH3:22])[CH:19]=2)=[O:14])[CH:9]=[CH:8][C:3]=1[C:4]([OH:6])=[O:5]. (2) Given the reactants C([O:3][C:4](=O)[CH2:5][N:6]1[CH2:11][CH2:10][CH2:9][CH2:8][CH2:7]1)C.[NH2:13][NH2:14], predict the reaction product. The product is: [N:6]1([CH2:5][C:4]([NH:13][NH2:14])=[O:3])[CH2:11][CH2:10][CH2:9][CH2:8][CH2:7]1. (3) Given the reactants [Si:1]([O:18][CH2:19][C@H:20]1[O:37][C@@H:24]([S:25][CH2:26][CH2:27][CH2:28][NH:29][C:30]([O:32][C:33]([CH3:36])([CH3:35])[CH3:34])=[O:31])[C@@H:23]([OH:38])[C@@H:22]([OH:39])[C@@H:21]1[OH:40])([C:14]([CH3:17])([CH3:16])[CH3:15])([C:8]1[CH:13]=[CH:12][CH:11]=[CH:10][CH:9]=1)[C:2]1[CH:7]=[CH:6][CH:5]=[CH:4][CH:3]=1.[C:41](Cl)(=[O:48])[C:42]1[CH:47]=[CH:46][CH:45]=[CH:44][CH:43]=1.[OH2:50], predict the reaction product. The product is: [C:41]([O:38][C@H:23]1[C@@H:22]([O:39][C:41](=[O:50])[C:42]2[CH:47]=[CH:46][CH:45]=[CH:44][CH:43]=2)[C@H:21]([O:40][C:41](=[O:48])[C:42]2[CH:47]=[CH:46][CH:45]=[CH:44][CH:43]=2)[C@@H:20]([CH2:19][O:18][Si:1]([C:14]([CH3:15])([CH3:17])[CH3:16])([C:8]2[CH:13]=[CH:12][CH:11]=[CH:10][CH:9]=2)[C:2]2[CH:3]=[CH:4][CH:5]=[CH:6][CH:7]=2)[O:37][C@H:24]1[S:25][CH2:26][CH2:27][CH2:28][NH:29][C:30]([O:32][C:33]([CH3:34])([CH3:36])[CH3:35])=[O:31])(=[O:48])[C:42]1[CH:47]=[CH:46][CH:45]=[CH:44][CH:43]=1. (4) Given the reactants O[Li].O.[C:4]([O:8][C:9]([NH:11][C@H:12]([CH2:17][C:18]1[CH:23]=[CH:22][C:21]([Cl:24])=[C:20]([F:25])[CH:19]=1)[C:13]([O:15]C)=[O:14])=[O:10])([CH3:7])([CH3:6])[CH3:5].C1COCC1, predict the reaction product. The product is: [C:4]([O:8][C:9]([NH:11][C@H:12]([CH2:17][C:18]1[CH:23]=[CH:22][C:21]([Cl:24])=[C:20]([F:25])[CH:19]=1)[C:13]([OH:15])=[O:14])=[O:10])([CH3:7])([CH3:5])[CH3:6]. (5) Given the reactants [CH3:1][O:2][C:3]1[CH:4]=[C:5]2[C:10](=[CH:11][C:12]=1[O:13][CH3:14])[N:9]=[CH:8][CH:7]=[C:6]2[O:15][C:16]1[CH:22]=[CH:21][C:19]([NH2:20])=[C:18]([F:23])[CH:17]=1.N1C=CC=CC=1.ClC(Cl)(O[C:34](=[O:40])OC(Cl)(Cl)Cl)Cl.Cl.[NH2:43][C:44]1[S:45][C:46]([CH3:50])=[C:47]([CH3:49])[N:48]=1, predict the reaction product. The product is: [CH3:1][O:2][C:3]1[CH:4]=[C:5]2[C:10](=[CH:11][C:12]=1[O:13][CH3:14])[N:9]=[CH:8][CH:7]=[C:6]2[O:15][C:16]1[CH:22]=[CH:21][C:19]([NH:20][C:34]([NH:43][C:44]2[S:45][C:46]([CH3:50])=[C:47]([CH3:49])[N:48]=2)=[O:40])=[C:18]([F:23])[CH:17]=1. (6) Given the reactants C(OC([N:8]1[C:12]([CH3:13])=[C:11]([C:14]#[N:15])[C:10](B(O)O)=[C:9]1[CH3:19])=O)(C)(C)C.Br[C:21]1[CH:28]=[CH:27][C:24]([C:25]#[N:26])=[C:23]([C:29]([F:32])([F:31])[F:30])[CH:22]=1.[F-].[K+].C(P(C(C)(C)C)C(C)(C)C)(C)(C)C.[Cl-].[Na+], predict the reaction product. The product is: [C:25]([C:24]1[CH:27]=[CH:28][C:21]([C:10]2[C:11]([C:14]#[N:15])=[C:12]([CH3:13])[NH:8][C:9]=2[CH3:19])=[CH:22][C:23]=1[C:29]([F:30])([F:31])[F:32])#[N:26]. (7) Given the reactants [CH3:1][C:2]1[N:3]([CH2:14][CH2:15][CH2:16][CH2:17][CH2:18][C:19]([O:21]CC)=[O:20])[C:4]2[CH2:5][C:6]([CH3:13])([CH3:12])[CH2:7][C:8](=[O:11])[C:9]=2[CH:10]=1.O.O.[OH-].[Li+], predict the reaction product. The product is: [CH3:1][C:2]1[N:3]([CH2:14][CH2:15][CH2:16][CH2:17][CH2:18][C:19]([OH:21])=[O:20])[C:4]2[CH2:5][C:6]([CH3:13])([CH3:12])[CH2:7][C:8](=[O:11])[C:9]=2[CH:10]=1. (8) Given the reactants [OH:1][C:2]1[CH:7]=[CH:6][C:5]([CH:8]=[CH:9][C:10](=[O:12])[CH3:11])=[CH:4][CH:3]=1.[Cl:13][C:14]1[CH:28]=[C:27]([O:29][CH2:30][CH:31]=[C:32]([Cl:34])[Cl:33])[CH:26]=[C:25]([Cl:35])[C:15]=1[O:16][CH2:17][CH2:18][CH2:19]OS(C)(=O)=O.C(=O)([O-])[O-].[K+].[K+].O, predict the reaction product. The product is: [Cl:13][C:14]1[CH:28]=[C:27]([O:29][CH2:30][CH:31]=[C:32]([Cl:34])[Cl:33])[CH:26]=[C:25]([Cl:35])[C:15]=1[O:16][CH2:17][CH2:18][CH2:19][O:1][C:2]1[CH:3]=[CH:4][C:5]([CH:8]=[CH:9][C:10](=[O:12])[CH3:11])=[CH:6][CH:7]=1.